Dataset: Experimental lipophilicity measurements (octanol/water distribution) for 4,200 compounds from AstraZeneca. Task: Regression/Classification. Given a drug SMILES string, predict its absorption, distribution, metabolism, or excretion properties. Task type varies by dataset: regression for continuous measurements (e.g., permeability, clearance, half-life) or binary classification for categorical outcomes (e.g., BBB penetration, CYP inhibition). For this dataset (lipophilicity_astrazeneca), we predict Y. (1) The drug is Nc1ncc(-c2cnn(C3CCOCC3)c2)cc1-c1nc2ccccc2o1. The Y is 4.00 logD. (2) The molecule is CCN(CC)CCNc1ncnc2c1sc1nc(N3CCOCC3)c3c(c12)CCCC3. The Y is 3.30 logD.